The task is: Predict the product of the given reaction.. This data is from Forward reaction prediction with 1.9M reactions from USPTO patents (1976-2016). (1) Given the reactants C[C:2]1C=[C:9]([NH2:11])[CH:8]=[CH:7][C:3]=1C(O)=O.[C:23]([O:22][C:20](O[C:20]([O:22][C:23]([CH3:26])([CH3:25])[CH3:24])=[O:21])=[O:21])([CH3:26])([CH3:25])[CH3:24].C(O)(=O)CC(CC(O)=O)(C(O)=O)[OH:30].[O:40]1[CH2:45][CH2:44]OCC1, predict the reaction product. The product is: [C:23]([O:22][C:20]([NH:11][C:9]1[CH:8]=[CH:7][CH:3]=[CH:2][C:44]=1[C:45]([OH:40])=[O:30])=[O:21])([CH3:24])([CH3:25])[CH3:26]. (2) Given the reactants [CH2:1]([O:8][C:9]1[CH:10]=[C:11]([C:16]2[N:21]=[CH:20][C:19]([CH:22]=O)=[CH:18][CH:17]=2)[CH:12]=[CH:13][C:14]=1[OH:15])[C:2]1[CH:7]=[CH:6][CH:5]=[CH:4][CH:3]=1.N1CCCCC1.C(O)(=O)C.[S:34]1[CH2:38][C:37](=[O:39])[NH:36][C:35]1=[O:40], predict the reaction product. The product is: [CH2:1]([O:8][C:9]1[CH:10]=[C:11]([C:16]2[N:21]=[CH:20][C:19]([CH:22]=[C:38]3[S:34][C:35](=[O:40])[NH:36][C:37]3=[O:39])=[CH:18][CH:17]=2)[CH:12]=[CH:13][C:14]=1[OH:15])[C:2]1[CH:3]=[CH:4][CH:5]=[CH:6][CH:7]=1. (3) Given the reactants [C:1]1(=[O:7])[O:6][C:4](=O)[CH:3]=[CH:2]1.[CH3:8][O:9][CH2:10][CH2:11][O:12][CH2:13][CH2:14][O:15][CH2:16][CH2:17][NH2:18].C(OC(=O)C)(=O)C.C([O-])(=O)C.[Na+], predict the reaction product. The product is: [CH3:8][O:9][CH2:10][CH2:11][O:12][CH2:13][CH2:14][O:15][CH2:16][CH2:17][N:18]1[C:1](=[O:7])[CH:2]=[CH:3][C:4]1=[O:6]. (4) Given the reactants C[O:2][C:3]([C:5]1[CH:10]=[C:9]([O:11][C:12]2[CH:17]=[CH:16][C:15]([NH:18][C:19]([O:21][CH2:22][C:23]3[CH:28]=[CH:27][CH:26]=[CH:25][CH:24]=3)=[O:20])=[CH:14][C:13]=2[F:29])[CH:8]=[CH:7][N:6]=1)=[O:4].[OH-].[Li+].Cl, predict the reaction product. The product is: [CH2:22]([O:21][C:19]([NH:18][C:15]1[CH:16]=[CH:17][C:12]([O:11][C:9]2[CH:8]=[CH:7][N:6]=[C:5]([C:3]([OH:4])=[O:2])[CH:10]=2)=[C:13]([F:29])[CH:14]=1)=[O:20])[C:23]1[CH:24]=[CH:25][CH:26]=[CH:27][CH:28]=1.